From a dataset of Full USPTO retrosynthesis dataset with 1.9M reactions from patents (1976-2016). Predict the reactants needed to synthesize the given product. (1) Given the product [CH3:23][N:12]([CH2:11][C:9]1[N:10]=[C:6]2[CH:5]=[CH:4][CH:3]=[C:2]([N:12]3[CH2:26][CH2:25][CH:8]([NH:7][CH3:6])[CH2:9][CH2:11]3)[N:7]2[CH:8]=1)[CH:13]1[C:22]2[N:21]=[CH:20][CH:19]=[CH:18][C:17]=2[CH2:16][CH2:15][CH2:14]1, predict the reactants needed to synthesize it. The reactants are: F[C:2]1[N:7]2[CH:8]=[C:9]([CH2:11][N:12]([CH3:23])[CH:13]3[C:22]4[N:21]=[CH:20][CH:19]=[CH:18][C:17]=4[CH2:16][CH2:15][CH2:14]3)[N:10]=[C:6]2[CH:5]=[CH:4][CH:3]=1.F[C:25](F)(F)[C:26](O)=O. (2) Given the product [F:12][C:13]1[CH:14]=[C:15]([NH:16][C:2]2[CH:7]=[C:6]([F:8])[CH:5]=[CH:4][C:3]=2[N+:9]([O-:11])=[O:10])[CH:17]=[C:18]([F:20])[CH:19]=1, predict the reactants needed to synthesize it. The reactants are: F[C:2]1[CH:7]=[C:6]([F:8])[CH:5]=[CH:4][C:3]=1[N+:9]([O-:11])=[O:10].[F:12][C:13]1[CH:14]=[C:15]([CH:17]=[C:18]([F:20])[CH:19]=1)[NH2:16]. (3) The reactants are: [C:1]([NH:11][C@H:12]([C:16]([OH:18])=O)[CH2:13][O:14][CH3:15])([O:3][CH2:4][C:5]1[CH:10]=[CH:9][CH:8]=[CH:7][CH:6]=1)=[O:2].[CH3:19][CH2:20][N:21](CC)CC.CN(C(ON1N=NC2C=CC=CC1=2)=[N+](C)C)C.[B-](F)(F)(F)F.COC(OC)CN. Given the product [CH2:4]([O:3][C:1]([N:11]1[CH2:19][CH2:20][NH:21][C:16](=[O:18])[CH:12]1[CH2:13][O:14][CH3:15])=[O:2])[C:5]1[CH:6]=[CH:7][CH:8]=[CH:9][CH:10]=1, predict the reactants needed to synthesize it. (4) Given the product [N+:1]([C:4]1[CH:5]=[C:6]([CH:7]2[O:14][CH2:13][CH2:12][O:8]2)[CH:9]=[CH:10][CH:11]=1)([O-:3])=[O:2], predict the reactants needed to synthesize it. The reactants are: [N+:1]([C:4]1[CH:5]=[C:6]([CH:9]=[CH:10][CH:11]=1)[CH:7]=[O:8])([O-:3])=[O:2].[CH2:12](O)[CH2:13][OH:14].CC1C=CC(S(O)(=O)=O)=CC=1. (5) Given the product [CH:55]1([CH2:58][N:59]([CH2:23][C:21]2[CH:20]=[N:19][C:17]3[O:18][C:13]4[C:12]([N:25]5[CH2:26][CH2:27][O:28][CH2:29][CH2:30]5)=[N:11][C:10]([C:5]5[CH:6]=[CH:7][CH:8]=[C:9]6[C:4]=5[CH:3]=[CH:2][NH:1]6)=[N:15][C:14]=4[C:16]=3[CH:22]=2)[CH3:60])[CH2:57][CH2:56]1, predict the reactants needed to synthesize it. The reactants are: [NH:1]1[C:9]2[C:4](=[C:5]([C:10]3[N:11]=[C:12]([N:25]4[CH2:30][CH2:29][O:28][CH2:27][CH2:26]4)[C:13]4[O:18][C:17]5[N:19]=[CH:20][C:21]([CH:23]=O)=[CH:22][C:16]=5[C:14]=4[N:15]=3)[CH:6]=[CH:7][CH:8]=2)[CH:3]=[CH:2]1.[BH3-]C#N.[Na+].[BH-](OC(C)=O)(OC(C)=O)OC(C)=O.[Na+].CC([O-])=O.[Na+].Cl.[CH:55]1([CH2:58][NH:59][CH3:60])[CH2:57][CH2:56]1. (6) Given the product [C:1]([O:5][C:6]([N:8]1[CH2:13][CH2:12][CH:11]([CH2:14][CH2:15][NH:16][C:34]2[N:33]=[C:32]([C:29]3[S:28][C:27]4[CH:26]=[CH:25][CH:24]=[C:23]([C:21](=[O:22])[NH:20][CH:17]5[CH2:19][CH2:18]5)[C:31]=4[CH:30]=3)[C:37]([CH3:38])=[CH:36][N:35]=2)[CH2:10][CH2:9]1)=[O:7])([CH3:4])([CH3:3])[CH3:2], predict the reactants needed to synthesize it. The reactants are: [C:1]([O:5][C:6]([N:8]1[CH2:13][CH2:12][CH:11]([CH2:14][CH2:15][NH2:16])[CH2:10][CH2:9]1)=[O:7])([CH3:4])([CH3:3])[CH3:2].[CH:17]1([NH:20][C:21]([C:23]2[C:31]3[CH:30]=[C:29]([C:32]4[C:37]([CH3:38])=[CH:36][N:35]=[C:34](Cl)[N:33]=4)[S:28][C:27]=3[CH:26]=[CH:25][CH:24]=2)=[O:22])[CH2:19][CH2:18]1.C(N(C(C)C)CC)(C)C. (7) Given the product [Cl:17][C:4]1[N:3]=[C:2]([NH:19][NH2:20])[C:11]2[CH:10]=[CH:9][C:8]3[O:12][C:13]([F:16])([F:15])[O:14][C:7]=3[C:6]=2[N:5]=1, predict the reactants needed to synthesize it. The reactants are: Cl[C:2]1[C:11]2[CH:10]=[CH:9][C:8]3[O:12][C:13]([F:16])([F:15])[O:14][C:7]=3[C:6]=2[N:5]=[C:4]([Cl:17])[N:3]=1.O.[NH2:19][NH2:20].C(N(CC)C(C)C)(C)C. (8) Given the product [ClH:1].[Cl:1][C:2]1[CH:7]=[CH:6][N:5]=[C:4]([CH2:8][CH3:9])[C:3]=1[CH2:10][S:11][C:12]1[N:17]=[C:16]([OH:18])[CH:15]=[C:14]([C:19]([F:22])([F:20])[F:21])[N:13]=1, predict the reactants needed to synthesize it. The reactants are: [Cl:1][C:2]1[CH:7]=[CH:6][N:5]=[C:4]([CH2:8][CH3:9])[C:3]=1[CH2:10][S:11][C:12]1[N:17]=[C:16]([OH:18])[CH:15]=[C:14]([C:19]([F:22])([F:21])[F:20])[N:13]=1.Cl.O1CCOCC1.